Dataset: Full USPTO retrosynthesis dataset with 1.9M reactions from patents (1976-2016). Task: Predict the reactants needed to synthesize the given product. (1) Given the product [Br:1][C:2]1[CH:11]=[CH:10][C:9]2[N:8]=[C:7]([NH:35][C:32]3[CH:33]=[C:34]4[C:29]([CH:28]=[N:27][N:26]4[CH3:25])=[CH:30][CH:31]=3)[C:6]3=[N:13][NH:14][CH:15]=[C:5]3[C:4]=2[CH:3]=1, predict the reactants needed to synthesize it. The reactants are: [Br:1][C:2]1[CH:11]=[CH:10][C:9]2[N:8]=[C:7](Cl)[C:6]3=[N:13][N:14](CC4C=CC(OC)=CC=4)[CH:15]=[C:5]3[C:4]=2[CH:3]=1.[CH3:25][N:26]1[C:34]2[C:29](=[CH:30][CH:31]=[C:32]([NH2:35])[CH:33]=2)[CH:28]=[N:27]1.Cl. (2) Given the product [CH:32]([N:11]1[C:12]([C:24]2[CH:25]=[CH:26][C:27]([O:30][CH3:31])=[CH:28][CH:29]=2)=[C:13]([CH2:14][C:16]2[CH:17]=[CH:18][C:19]([O:22][CH3:23])=[CH:20][CH:21]=2)[C:9](=[O:8])[NH:10]1)([CH3:33])[CH3:34], predict the reactants needed to synthesize it. The reactants are: C([O:8][C:9]1[C:13]([CH:14]([C:16]2[CH:21]=[CH:20][C:19]([O:22][CH3:23])=[CH:18][CH:17]=2)O)=[C:12]([C:24]2[CH:29]=[CH:28][C:27]([O:30][CH3:31])=[CH:26][CH:25]=2)[N:11]([CH:32]([CH3:34])[CH3:33])[N:10]=1)C1C=CC=CC=1.ClCCl. (3) Given the product [CH2:35]([O:14][C:13](=[O:15])[C:12]1[CH:16]=[CH:17][CH:18]=[C:10]([CH2:9][CH:8]([NH:7][C:5](=[O:6])[CH2:4][CH2:3][C:1]#[N:2])[B:21]2[O:29][CH:28]3[C:23]([CH3:33])([CH:24]4[CH2:30][CH:26]([CH2:27]3)[C:25]4([CH3:32])[CH3:31])[O:22]2)[C:11]=1[O:19][CH3:20])[CH2:36][CH2:37][CH3:38], predict the reactants needed to synthesize it. The reactants are: [C:1]([CH2:3][CH2:4][C:5]([NH:7][CH:8]([B:21]1[O:29][CH:28]2[C:23]([CH3:33])([CH:24]3[CH2:30][CH:26]([CH2:27]2)[C:25]3([CH3:32])[CH3:31])[O:22]1)[CH2:9][C:10]1[C:11]([O:19][CH3:20])=[C:12]([CH:16]=[CH:17][CH:18]=1)[C:13]([OH:15])=[O:14])=[O:6])#[N:2].I[CH2:35][CH2:36][CH2:37][CH3:38]. (4) Given the product [NH2:38][C@H:4]1[CH2:5][CH2:6][CH2:7][C@@H:3]1[C@@H:2]([C:9]1([C:13]2[CH:18]=[CH:17][C:16]([O:19][C:20]([F:23])([F:22])[F:21])=[CH:15][CH:14]=2)[CH2:12][CH2:11][CH2:10]1)[OH:1], predict the reactants needed to synthesize it. The reactants are: [OH:1][C@H:2]([C:9]1([C:13]2[CH:18]=[CH:17][C:16]([O:19][C:20]([F:23])([F:22])[F:21])=[CH:15][CH:14]=2)[CH2:12][CH2:11][CH2:10]1)[C@H:3]1[CH2:7][CH2:6][CH2:5][C:4]1=O.C([O-])(=O)C.[Na+].Cl.NO.C([O-])(=O)C.[NH4+].C([BH3-])#[N:38].[Na+].[OH-].[Na+]. (5) Given the product [F:10][C:7]([F:8])([F:9])[C:6]1[CH:23]=[CH:22][C:20]2[C:15](=[CH:16][CH:17]=[CH:18][CH:19]=2)[N:14]=1, predict the reactants needed to synthesize it. The reactants are: [F:8][C:7]([F:10])([F:9])[C:6](O[C:6](=O)[C:7]([F:10])([F:9])[F:8])=O.[NH2:14][C:15]1[CH:20]=[CH:19][CH:18]=[CH:17][CH:16]=1.Cl[CH2:22][CH2:23]Cl. (6) The reactants are: S(=O)(=O)(O)O.[N+]([O-])(O)=O.[C:10]1(O)[CH:15]=[CH:14][CH:13]=[CH:12][CH:11]=1.[N+]([C:20]1C=CC(O)=C[CH:21]=1)([O-])=O.[N+]([C:30]1C([N+]([O-])=O)=C(O)C=C[CH:35]=1)([O-])=O.[CH:40]1[C:41]([N+]([O-])=O)=[CH:42][C:43]([N+]([O-])=O)=[C:44]([OH:49])[C:45]=1[N+]([O-])=O.[N+]([C:59]1C([N+]([O-])=O)=C([N+]([O-])=O)C([N+]([O-])=O)=C(O)[CH:64]=1)([O-])=O. Given the product [CH:20]([C:10]1[CH:15]=[CH:14][CH:13]=[CH:12][C:11]=1[CH:30]=[CH2:35])=[CH2:21].[CH:59]([C:43]1[CH:42]=[CH:41][CH:40]=[CH:45][C:44]=1[OH:49])=[CH2:64], predict the reactants needed to synthesize it. (7) Given the product [NH2:13][C:3]1[CH:4]=[C:5]([CH2:8][C:9]([O:11][CH3:12])=[O:10])[CH:6]=[CH:7][C:2]=1[F:1], predict the reactants needed to synthesize it. The reactants are: [F:1][C:2]1[CH:7]=[CH:6][C:5]([CH2:8][C:9]([O:11][CH3:12])=[O:10])=[CH:4][C:3]=1[N+:13]([O-])=O.Cl.C(O)(C)C. (8) Given the product [S:1]1[C:5]2[CH:6]=[CH:7][CH:8]=[CH:9][C:4]=2[N:3]=[C:2]1[NH:10][C:11](=[O:12])[O:13][CH2:14][C@@H:15]([N:33]([CH3:46])[C:34]([NH:36][CH2:37][C:38]1[CH:43]=[CH:42][CH:41]=[C:40]([F:44])[C:39]=1[Cl:45])=[O:35])[CH2:16][CH2:17][C:18](=[O:19])[N:20]1[CH2:25][CH2:24][NH:23][CH2:22][CH2:21]1, predict the reactants needed to synthesize it. The reactants are: [S:1]1[C:5]2[CH:6]=[CH:7][CH:8]=[CH:9][C:4]=2[N:3]=[C:2]1[NH:10][C:11]([O:13][CH2:14][C@@H:15]([N:33]([CH3:46])[C:34]([NH:36][CH2:37][C:38]1[CH:43]=[CH:42][CH:41]=[C:40]([F:44])[C:39]=1[Cl:45])=[O:35])[CH2:16][CH2:17][C:18]([N:20]1[CH2:25][CH2:24][N:23](C(OC(C)(C)C)=O)[CH2:22][CH2:21]1)=[O:19])=[O:12].C(O)(C(F)(F)F)=O. (9) Given the product [F:36][C:33]([F:34])([F:35])[C:25]1[CH:24]=[C:23]([S:20]([NH:19][CH:14]2[CH2:15][CH2:16][CH2:17][C:18]3[C:9]([O:8][CH2:7][C:6]([OH:39])=[O:5])=[C:10]([F:38])[C:11]([Cl:37])=[CH:12][C:13]2=3)(=[O:21])=[O:22])[CH:28]=[C:27]([C:29]([F:30])([F:31])[F:32])[CH:26]=1, predict the reactants needed to synthesize it. The reactants are: C([O:5][C:6](=[O:39])[CH2:7][O:8][C:9]1[C:18]2[CH2:17][CH2:16][CH2:15][CH:14]([NH:19][S:20]([C:23]3[CH:28]=[C:27]([C:29]([F:32])([F:31])[F:30])[CH:26]=[C:25]([C:33]([F:36])([F:35])[F:34])[CH:24]=3)(=[O:22])=[O:21])[C:13]=2[CH:12]=[C:11]([Cl:37])[C:10]=1[F:38])(C)(C)C.[OH-].[Li+].CO. (10) Given the product [C:5]1([C@@:8]2([CH3:34])[C:12](=[O:13])[N:11]([C@@H:14]([CH2:22][CH:23]([CH3:25])[CH3:24])[C:15]([O:17][C:18]([CH3:19])([CH3:20])[CH3:21])=[O:16])[C:10](=[O:26])[N:9]2[CH2:27][C:28]2[CH:29]=[CH:30][CH:31]=[CH:32][CH:33]=2)[CH:4]=[CH:3][CH:2]=[CH:7][CH:6]=1, predict the reactants needed to synthesize it. The reactants are: Br[C:2]1[CH:7]=[CH:6][C:5]([C@@:8]2([CH3:34])[C:12](=[O:13])[N:11]([C@@H:14]([CH2:22][CH:23]([CH3:25])[CH3:24])[C:15]([O:17][C:18]([CH3:21])([CH3:20])[CH3:19])=[O:16])[C:10](=[O:26])[N:9]2[CH2:27][C:28]2[CH:33]=[CH:32][CH:31]=[CH:30][CH:29]=2)=[CH:4][CH:3]=1.